From a dataset of Forward reaction prediction with 1.9M reactions from USPTO patents (1976-2016). Predict the product of the given reaction. (1) Given the reactants I[C:2]1[CH:7]=[CH:6][C:5](/[CH:8]=[C:9](\[CH3:19])/[CH2:10][N:11]2[CH2:16][CH2:15][C:14]([CH3:18])([OH:17])[CH2:13][CH2:12]2)=[CH:4][CH:3]=1.[C:20]([C:22]1[CH:27]=[CH:26][C:25]([C:28]2[CH2:33][CH2:32][CH:31]([CH3:34])[CH2:30][CH:29]=2)=[CH:24][N:23]=1)#[CH:21], predict the reaction product. The product is: [CH3:18][C:14]1([OH:17])[CH2:15][CH2:16][N:11]([CH2:10]/[C:9](/[CH3:19])=[CH:8]/[C:5]2[CH:6]=[CH:7][C:2]([C:21]#[C:20][C:22]3[CH:27]=[CH:26][C:25]([C:28]4[CH2:33][CH2:32][CH:31]([CH3:34])[CH2:30][CH:29]=4)=[CH:24][N:23]=3)=[CH:3][CH:4]=2)[CH2:12][CH2:13]1. (2) Given the reactants [CH3:1][O:2][C:3]1[CH:4]=[C:5]([C:12]2[CH:13]=[CH:14][C:15]3[C:21](=[O:22])[NH:20][C:19]4[CH:23]=[C:24]([CH2:27][CH2:28][C:29]([OH:31])=[O:30])[CH:25]=[CH:26][C:18]=4[NH:17][C:16]=3[CH:32]=2)[CH:6]=[CH:7][C:8]=1[N+:9]([O-:11])=[O:10].O[NH:34][C:35](=[NH:37])[CH3:36].CC(C)N=C=NC(C)C, predict the reaction product. The product is: [CH3:1][O:2][C:3]1[CH:4]=[C:5]([C:12]2[CH:13]=[CH:14][C:15]3[C:21](=[O:22])[NH:20][C:19]4[CH:23]=[C:24]([CH2:27][CH2:28][C:29]([O:31][NH:37][C:35](=[NH:34])[CH3:36])=[O:30])[CH:25]=[CH:26][C:18]=4[NH:17][C:16]=3[CH:32]=2)[CH:6]=[CH:7][C:8]=1[N+:9]([O-:11])=[O:10]. (3) The product is: [Br:1][C:2]1[C:10]2[N:9]=[N:8][N:7]([CH2:11][CH:12]3[CH2:15][CH2:14][CH2:13]3)[C:6]=2[CH:5]=[CH:4][C:3]=1[O:16][C:18]1[C:23]([C:24]#[N:25])=[CH:22][CH:21]=[CH:20][N:19]=1. Given the reactants [Br:1][C:2]1[C:10]2[N:9]=[N:8][N:7]([CH2:11][CH:12]3[CH2:15][CH2:14][CH2:13]3)[C:6]=2[CH:5]=[CH:4][C:3]=1[OH:16].Cl[C:18]1[C:23]([C:24]#[N:25])=[CH:22][CH:21]=[CH:20][N:19]=1.C(=O)([O-])[O-].[K+].[K+], predict the reaction product. (4) Given the reactants [H-].[Al+3].[Li+].[H-].[H-].[H-].[C:7]([C:9]1[CH:14]=[CH:13][C:12]([C:15](OC)=[O:16])=[CH:11][C:10]=1[C:19](OC)=[O:20])#[N:8].CO.O, predict the reaction product. The product is: [NH2:8][CH2:7][C:9]1[CH:14]=[CH:13][C:12]([CH2:15][OH:16])=[CH:11][C:10]=1[CH2:19][OH:20]. (5) Given the reactants Br[C:2]1[CH:3]=[C:4]2[C:8](=[C:9]([C:11]([NH2:13])=[O:12])[CH:10]=1)[NH:7][CH:6]=[C:5]2[CH:14]1[CH2:18][CH2:17][S:16](=[O:20])(=[O:19])[CH2:15]1.CC1(C)C(C)(C)OB([C:29]2[CH:30]=[C:31]([CH2:34][N:35]3[CH2:41][CH2:40][CH2:39][CH2:38][CH2:37][CH2:36]3)[S:32][CH:33]=2)O1.C(=O)([O-])[O-].[K+].[K+], predict the reaction product. The product is: [O:19]=[S:16]1(=[O:20])[CH2:17][CH2:18][CH:14]([C:5]2[C:4]3[C:8](=[C:9]([C:11]([NH2:13])=[O:12])[CH:10]=[C:2]([C:29]4[CH:30]=[C:31]([CH2:34][N:35]5[CH2:36][CH2:37][CH2:38][CH2:39][CH2:40][CH2:41]5)[S:32][CH:33]=4)[CH:3]=3)[NH:7][CH:6]=2)[CH2:15]1. (6) Given the reactants [F:1][C:2]1[CH:3]=[C:4]2[C:9](=[CH:10][C:11]=1F)[N:8]([C:13]([CH3:16])([CH3:15])[CH3:14])[CH:7]=[C:6]([C:17]([O:19]CC)=[O:18])[C:5]2=[O:22].[CH:23]1([NH:26][CH2:27][C@@H:28]2[C@H:32]([F:33])[CH2:31][NH:30][CH2:29]2)[CH2:25][CH2:24]1, predict the reaction product. The product is: [CH:23]1([NH:26][CH2:27][C@@H:28]2[C@H:32]([F:33])[CH2:31][N:30]([C:11]3[CH:10]=[C:9]4[C:4]([C:5](=[O:22])[C:6]([C:17]([OH:19])=[O:18])=[CH:7][N:8]4[C:13]([CH3:14])([CH3:16])[CH3:15])=[CH:3][C:2]=3[F:1])[CH2:29]2)[CH2:25][CH2:24]1. (7) Given the reactants [Cl:1][C:2]1[CH:7]=[CH:6][C:5]([C:8]2[N:12]([CH2:13][C:14]3[CH:21]=[CH:20][C:17]([C:18]#[N:19])=[CH:16][C:15]=3[F:22])[C:11]3[CH:23]=[CH:24][CH:25]=[CH:26][C:10]=3[N:9]=2)=[C:4]([OH:27])[CH:3]=1.I[CH2:29][CH:30]1[CH2:34][CH2:33][CH2:32][CH2:31]1, predict the reaction product. The product is: [Cl:1][C:2]1[CH:7]=[CH:6][C:5]([C:8]2[N:12]([CH2:13][C:14]3[CH:21]=[CH:20][C:17]([C:18]#[N:19])=[CH:16][C:15]=3[F:22])[C:11]3[CH:23]=[CH:24][CH:25]=[CH:26][C:10]=3[N:9]=2)=[C:4]([O:27][CH2:29][CH:30]2[CH2:34][CH2:33][CH2:32][CH2:31]2)[CH:3]=1. (8) Given the reactants O=[C:2]1[N:11]([C:12]2[CH:17]=[CH:16][CH:15]=[CH:14][CH:13]=2)[C:10](=[O:18])[C:9]2[C:4](=[CH:5][C:6]([C:19]([O:21][CH3:22])=[O:20])=[CH:7][CH:8]=2)[NH:3]1.P(Cl)(Cl)([Cl:25])=O.C(N(CC)C(C)C)(C)C, predict the reaction product. The product is: [Cl:25][C:2]1[N:11]([C:12]2[CH:17]=[CH:16][CH:15]=[CH:14][CH:13]=2)[C:10](=[O:18])[C:9]2[C:4](=[CH:5][C:6]([C:19]([O:21][CH3:22])=[O:20])=[CH:7][CH:8]=2)[N:3]=1. (9) Given the reactants C[O:2][C:3]1[C:4]([CH3:37])=[C:5]([C:28]([O:35]C)=[C:29]([O:33][CH3:34])[C:30]=1[O:31][CH3:32])[CH2:6][C:7]1[CH:8]=[CH:9][C:10]([O:21][C:22]2[CH:27]=[CH:26][N:25]=[CH:24][CH:23]=2)=[C:11]([CH:20]=1)[C:12]([N:14]1[CH2:19][CH2:18][O:17][CH2:16][CH2:15]1)=[O:13].O=[N+]([O-])[O-].[O-][N+](=O)[O-].[O-][N+](=O)[O-].[O-][N+](=O)[O-].[O-][N+](=O)[O-].[O-][N+](=O)[O-].[Ce+4].[NH4+].[NH4+], predict the reaction product. The product is: [CH3:32][O:31][C:30]1[C:3](=[O:2])[C:4]([CH3:37])=[C:5]([CH2:6][C:7]2[CH:8]=[CH:9][C:10]([O:21][C:22]3[CH:23]=[CH:24][N:25]=[CH:26][CH:27]=3)=[C:11]([CH:20]=2)[C:12]([N:14]2[CH2:15][CH2:16][O:17][CH2:18][CH2:19]2)=[O:13])[C:28](=[O:35])[C:29]=1[O:33][CH3:34]. (10) Given the reactants [NH:1]1[CH:5]=[CH:4][C:3](B(O)O)=[N:2]1.Br[C:10]1[CH:19]=[C:18]2[C:13]([CH2:14][CH:15]([CH3:34])[N:16]([C:20]3[CH:25]=[C:24]([N:26]4[CH2:31][CH2:30][N:29]([CH3:32])[CH2:28][CH2:27]4)[N:23]=[C:22]([NH2:33])[N:21]=3)[CH2:17]2)=[CH:12][CH:11]=1.[C:35](=O)([O-])[O-].[Na+].[Na+].N#N, predict the reaction product. The product is: [CH2:32]([N:29]1[CH2:30][CH2:31][N:26]([C:24]2[CH:25]=[C:20]([N:16]3[CH:15]([CH3:34])[CH2:14][C:13]4[C:18](=[CH:19][C:10]([C:3]5[CH:4]=[CH:5][NH:1][N:2]=5)=[CH:11][CH:12]=4)[CH2:17]3)[N:21]=[C:22]([NH2:33])[N:23]=2)[CH2:27][CH2:28]1)[CH3:35].